From a dataset of Catalyst prediction with 721,799 reactions and 888 catalyst types from USPTO. Predict which catalyst facilitates the given reaction. (1) Reactant: Cl[C:2]1[C:3]2[N:4]([C:15](=[O:29])[N:16]([CH2:18][C:19]3[CH:20]=[N:21][C:22]([C:25]([F:28])([F:27])[F:26])=[CH:23][CH:24]=3)[N:17]=2)[CH:5]=[CH:6][C:7]=1[C:8]1[CH:13]=[CH:12][C:11]([CH3:14])=[CH:10][CH:9]=1.C1COCC1.[Cl:35][C:36]1[CH:41]=[CH:40][C:39](B(O)O)=[CH:38][CH:37]=1.C([O-])([O-])=O.[K+].[K+]. Product: [Cl:35][C:36]1[CH:41]=[CH:40][C:39]([C:2]2[C:3]3[N:4]([C:15](=[O:29])[N:16]([CH2:18][C:19]4[CH:20]=[N:21][C:22]([C:25]([F:27])([F:28])[F:26])=[CH:23][CH:24]=4)[N:17]=3)[CH:5]=[CH:6][C:7]=2[C:8]2[CH:9]=[CH:10][C:11]([CH3:14])=[CH:12][CH:13]=2)=[CH:38][CH:37]=1. The catalyst class is: 5. (2) Reactant: [C:1]([C:3]1[CH:4]=[C:5]([CH:16]=[CH:17][CH:18]=1)[O:6][CH:7]([CH2:13][CH2:14][CH3:15])[C:8]([O:10]CC)=[O:9])#[N:2].[OH-].[Li+]. Product: [C:1]([C:3]1[CH:4]=[C:5]([CH:16]=[CH:17][CH:18]=1)[O:6][CH:7]([CH2:13][CH2:14][CH3:15])[C:8]([OH:10])=[O:9])#[N:2]. The catalyst class is: 24.